This data is from Merck oncology drug combination screen with 23,052 pairs across 39 cell lines. The task is: Regression. Given two drug SMILES strings and cell line genomic features, predict the synergy score measuring deviation from expected non-interaction effect. (1) Drug 1: CCC1(O)CC2CN(CCc3c([nH]c4ccccc34)C(C(=O)OC)(c3cc4c(cc3OC)N(C)C3C(O)(C(=O)OC)C(OC(C)=O)C5(CC)C=CCN6CCC43C65)C2)C1. Drug 2: Cc1nc(Nc2ncc(C(=O)Nc3c(C)cccc3Cl)s2)cc(N2CCN(CCO)CC2)n1. Cell line: OVCAR3. Synergy scores: synergy=49.2. (2) Drug 1: O=C(O)C1(Cc2cccc(Nc3nccs3)n2)CCC(Oc2cccc(Cl)c2F)CC1. Drug 2: CCc1c2c(nc3ccc(O)cc13)-c1cc3c(c(=O)n1C2)COC(=O)C3(O)CC. Cell line: SW837. Synergy scores: synergy=-3.88. (3) Drug 1: Cn1c(=O)n(-c2ccc(C(C)(C)C#N)cc2)c2c3cc(-c4cnc5ccccc5c4)ccc3ncc21. Drug 2: CNC(=O)c1cc(Oc2ccc(NC(=O)Nc3ccc(Cl)c(C(F)(F)F)c3)cc2)ccn1. Cell line: SKOV3. Synergy scores: synergy=1.53. (4) Drug 1: CN1C(=O)C=CC2(C)C3CCC4(C)C(NC(=O)OCC(F)(F)F)CCC4C3CCC12. Drug 2: CS(=O)(=O)CCNCc1ccc(-c2ccc3ncnc(Nc4ccc(OCc5cccc(F)c5)c(Cl)c4)c3c2)o1. Cell line: RKO. Synergy scores: synergy=-0.738.